Predict the reactants needed to synthesize the given product. From a dataset of Full USPTO retrosynthesis dataset with 1.9M reactions from patents (1976-2016). (1) Given the product [Cl:1][C:2]1[CH:3]=[C:4]([C:12]2[O:16][N:15]=[C:14]([C:17]3[CH:18]=[CH:19][CH:20]=[C:21]4[C:25]=3[N:24]([CH3:26])[CH:23]=[C:22]4[CH2:27][NH:28][C@@H:29]([C:31]([OH:33])=[O:32])[CH3:30])[N:13]=2)[CH:5]=[CH:6][C:7]=1[O:8][CH:9]([CH3:10])[CH3:11], predict the reactants needed to synthesize it. The reactants are: [Cl:1][C:2]1[CH:3]=[C:4]([C:12]2[O:16][N:15]=[C:14]([C:17]3[CH:18]=[CH:19][CH:20]=[C:21]4[C:25]=3[N:24]([CH3:26])[CH:23]=[C:22]4[CH2:27][NH:28][C@@H:29]([C:31]([O-:33])=[O:32])[CH3:30])[N:13]=2)[CH:5]=[CH:6][C:7]=1[O:8][CH:9]([CH3:11])[CH3:10].[OH-].[Na+].Cl. (2) Given the product [CH:23]([NH:36][CH2:37][C:38]([N:11]1[CH2:12][CH2:13][N:8]([CH:7]([C:1]2[CH:2]=[CH:3][CH:4]=[CH:5][CH:6]=2)[C:17]2[CH:22]=[CH:21][CH:20]=[CH:19][CH:18]=2)[CH:9]([CH2:14][O:15][CH3:16])[CH2:10]1)=[O:39])([C:30]1[CH:31]=[CH:32][CH:33]=[CH:34][CH:35]=1)[C:24]1[CH:29]=[CH:28][CH:27]=[CH:26][CH:25]=1, predict the reactants needed to synthesize it. The reactants are: [C:1]1([CH:7]([C:17]2[CH:22]=[CH:21][CH:20]=[CH:19][CH:18]=2)[N:8]2[CH2:13][CH2:12][NH:11][CH2:10][CH:9]2[CH2:14][O:15][CH3:16])[CH:6]=[CH:5][CH:4]=[CH:3][CH:2]=1.[CH:23]([NH:36][CH2:37][C:38](O)=[O:39])([C:30]1[CH:35]=[CH:34][CH:33]=[CH:32][CH:31]=1)[C:24]1[CH:29]=[CH:28][CH:27]=[CH:26][CH:25]=1.C(Cl)CCl. (3) Given the product [C:1]([O:5][CH:6]([C:12]1[C:16]([C:17]2[CH2:22][CH2:21][CH:20]([C:23]([CH3:26])([CH3:25])[CH3:24])[CH2:19][CH:18]=2)=[C:15]([CH3:27])[S:14][C:13]=1[CH3:28])[C:7]([OH:9])=[O:8])([CH3:4])([CH3:3])[CH3:2], predict the reactants needed to synthesize it. The reactants are: [C:1]([O:5][CH:6]([C:12]1[C:16]([C:17]2[CH2:22][CH2:21][CH:20]([C:23]([CH3:26])([CH3:25])[CH3:24])[CH2:19][CH:18]=2)=[C:15]([CH3:27])[S:14][C:13]=1[CH3:28])[C:7]([O:9]CC)=[O:8])([CH3:4])([CH3:3])[CH3:2].C(OC(C1C(C2CC(C)CC(C)C=2)=C(C)SC=1C)C(O)=O)(C)(C)C.